This data is from Catalyst prediction with 721,799 reactions and 888 catalyst types from USPTO. The task is: Predict which catalyst facilitates the given reaction. (1) Reactant: [F:1][C:2]1[CH:7]=[CH:6][CH:5]=[C:4]([F:8])[C:3]=1[N:9]1[C:14]2=[N:15][C:16](S(C)(=O)=O)=[N:17][C:18]([C:19]3[CH:24]=[CH:23][C:22]([F:25])=[CH:21][C:20]=3[CH3:26])=[C:13]2[CH2:12][NH:11][C:10]1=[O:31].[CH3:32][O-:33].[Na+]. Product: [F:1][C:2]1[CH:7]=[CH:6][CH:5]=[C:4]([F:8])[C:3]=1[N:9]1[C:14]2=[N:15][C:16]([O:33][CH3:32])=[N:17][C:18]([C:19]3[CH:24]=[CH:23][C:22]([F:25])=[CH:21][C:20]=3[CH3:26])=[C:13]2[CH2:12][NH:11][C:10]1=[O:31]. The catalyst class is: 5. (2) Reactant: [F:1][C:2]1[CH:3]=[CH:4][C:5]2[S:9][C:8](=[O:10])[N:7]([CH2:11][CH2:12][C:13]([O:15]CC)=[O:14])[C:6]=2[CH:18]=1. Product: [F:1][C:2]1[CH:3]=[CH:4][C:5]2[S:9][C:8](=[O:10])[N:7]([CH2:11][CH2:12][C:13]([OH:15])=[O:14])[C:6]=2[CH:18]=1. The catalyst class is: 33.